From a dataset of Reaction yield outcomes from USPTO patents with 853,638 reactions. Predict the reaction yield, written as a fraction of the theoretical maximum amount of product (1.0 means a 100% yield; for example, 0.34 means a 34% yield). (1) The reactants are [C:1]([O:5][C:6]([NH:8][C@@H:9]([CH2:17][CH2:18][NH:19][C:20]([NH2:22])=[S:21])[C:10]([O:12][C:13]([CH3:16])([CH3:15])[CH3:14])=[O:11])=[O:7])([CH3:4])([CH3:3])[CH3:2].C([O-])(=O)C.[Na+].Br[CH:29]([CH:32]=O)[CH:30]=[O:31]. The catalyst is C1COCC1.C(O)(=O)C. The product is [C:1]([O:5][C:6]([NH:8][C@@H:9]([CH2:17][CH2:18][NH:19][C:20]1[S:21][C:29]([CH:30]=[O:31])=[CH:32][N:22]=1)[C:10]([O:12][C:13]([CH3:14])([CH3:15])[CH3:16])=[O:11])=[O:7])([CH3:2])([CH3:3])[CH3:4]. The yield is 0.626. (2) The reactants are [NH:1]([CH2:3][CH2:4][OH:5])[NH2:2].[CH:6]([CH:8]([CH:14]=O)[C:9]([O:11][CH2:12][CH3:13])=[O:10])=O.C(OC(OCC)CC(OCC)=O)C. The catalyst is CCO.[Cu+]. The product is [OH:5][CH2:4][CH2:3][N:1]1[CH:14]=[C:8]([C:9]([O:11][CH2:12][CH3:13])=[O:10])[CH:6]=[N:2]1. The yield is 0.960.